From a dataset of Catalyst prediction with 721,799 reactions and 888 catalyst types from USPTO. Predict which catalyst facilitates the given reaction. Reactant: [OH:1][C@H:2]([CH3:6])[C:3]([NH2:5])=O.F[B-](F)(F)F.C([O+](CC)CC)C.N[C:20]1[C:21]([NH:29][C@H:30]2[CH2:35][CH2:34][C@H:33]([CH2:36][C:37]([O:39][CH2:40][CH3:41])=[O:38])[CH2:32][CH2:31]2)=[C:22]2[S:28][CH:27]=[CH:26][C:23]2=[N:24][CH:25]=1. Product: [OH:1][C@@H:2]([C:3]1[N:29]([C@H:30]2[CH2:31][CH2:32][C@H:33]([CH2:36][C:37]([O:39][CH2:40][CH3:41])=[O:38])[CH2:34][CH2:35]2)[C:21]2=[C:22]3[S:28][CH:27]=[CH:26][C:23]3=[N:24][CH:25]=[C:20]2[N:5]=1)[CH3:6]. The catalyst class is: 214.